From a dataset of Catalyst prediction with 721,799 reactions and 888 catalyst types from USPTO. Predict which catalyst facilitates the given reaction. (1) Reactant: [F:1][C:2]1[C:15]2[O:14][C:13]3[C:8](=[CH:9][C:10]([NH2:16])=[CH:11][CH:12]=3)[C@@:7]3([CH2:21][CH2:20][S:19][C:18]([NH2:22])=[N:17]3)[C:6]=2[CH:5]=[C:4]([O:23][CH3:24])[CH:3]=1.[Cl:25][C:26]1[CH:27]=[CH:28][C:29]([C:32]([OH:34])=[O:33])=[N:30][CH:31]=1.CCCP(=O)=O.C(OCC)(=O)C.[CH2:47]([Cl:49])[Cl:48]. Product: [CH2:47]([Cl:49])[Cl:48].[CH3:13][OH:14].[NH4+:16].[OH-:33].[NH2:22][C:18]1[S:19][CH2:20][CH2:21][C@@:7]2([N:17]=1)[C:6]1[CH:5]=[C:4]([O:23][CH3:24])[CH:3]=[C:2]([F:1])[C:15]=1[O:14][C:13]1[C:8]2=[CH:9][C:10]([NH:16][C:32](=[O:34])[C:29]2[CH:28]=[CH:27][C:26]([Cl:25])=[CH:31][N:30]=2)=[CH:11][CH:12]=1. The catalyst class is: 194. (2) Reactant: [CH3:1][C:2]([O-:5])([CH3:4])[CH3:3].[Na+:6].[CH2:7]([SH:10])[CH2:8][CH3:9].C([O-])(O)=O.[Na+]. Product: [CH2:7]([SH:10])[CH2:8][CH3:9].[CH3:1][C:2]([O-:5])([CH3:4])[CH3:3].[Na+:6]. The catalyst class is: 18. (3) Reactant: [CH3:1][C:2]1[C:10]2[C:9]([NH:11][C:12]3[CH:17]=[CH:16][CH:15]=[CH:14][C:13]=3[OH:18])=[N:8][CH:7]=[N:6][C:5]=2[S:4][CH:3]=1.C(=O)([O-])[O-].[K+].[K+].[Br:25][CH:26](Br)[CH3:27].O. Product: [Br:25][CH2:26][CH2:27][O:18][C:13]1[CH:14]=[CH:15][CH:16]=[CH:17][C:12]=1[NH:11][C:9]1[C:10]2[C:2]([CH3:1])=[CH:3][S:4][C:5]=2[N:6]=[CH:7][N:8]=1. The catalyst class is: 21. (4) Reactant: [NH2:1][CH:2]1[CH2:7][CH2:6][CH2:5][N:4]([C:8]([C:10]2[CH:11]=[C:12]3[C:20](=[CH:21][CH:22]=2)[N:19]([CH3:23])[C:18]2[CH2:17][CH2:16][CH:15]([CH:24]4[CH2:29][CH2:28][O:27][CH2:26][CH2:25]4)[CH2:14][C:13]3=2)=[O:9])[CH2:3]1.[C:30](Cl)(=[O:33])[CH2:31][CH3:32].C(N(CC)CC)C. Product: [CH3:23][N:19]1[C:18]2[CH2:17][CH2:16][CH:15]([CH:24]3[CH2:25][CH2:26][O:27][CH2:28][CH2:29]3)[CH2:14][C:13]=2[C:12]2[C:20]1=[CH:21][CH:22]=[C:10]([C:8]([N:4]1[CH2:5][CH2:6][CH2:7][CH:2]([NH:1][C:30](=[O:33])[CH2:31][CH3:32])[CH2:3]1)=[O:9])[CH:11]=2. The catalyst class is: 4. (5) Reactant: [Br:1][C:2]1[CH:10]=[CH:9][C:5]([C:6]([OH:8])=[O:7])=[CH:4][C:3]=1[F:11].[C:12](=O)([O-])[O-].[K+].[K+].CI.C(OCC)(=O)C. Product: [Br:1][C:2]1[CH:10]=[CH:9][C:5]([C:6]([O:8][CH3:12])=[O:7])=[CH:4][C:3]=1[F:11]. The catalyst class is: 9. (6) Reactant: [Si]([O:8][C@H:9]1[C@@H:13]([O:14][Si](C(C)(C)C)(C)C)[C@H:12]([N:22]2[CH:27]=[CH:26][C:25](=[O:28])[N:24]([CH2:29][C:30]3[CH:35]=[CH:34][C:33]([O:36][CH3:37])=[CH:32][CH:31]=3)[C:23]2=[O:38])[O:11][CH:10]1[C@H:39]([OH:70])[C@@H:40]([C:63]([O:65][C:66]([CH3:69])([CH3:68])[CH3:67])=[O:64])[NH:41][CH2:42][CH2:43][CH2:44][NH:45][C:46](=[O:62])[C@H:47]([C@@H:59]([OH:61])[CH3:60])[NH:48][C:49](=[O:58])[O:50][CH2:51][C:52]1[CH:57]=[CH:56][CH:55]=[CH:54][CH:53]=1)(C(C)(C)C)(C)C.[F-].C([N+](CCCC)(CCCC)CCCC)CCC. Product: [OH:8][C@H:9]1[C@@H:13]([OH:14])[C@H:12]([N:22]2[CH:27]=[CH:26][C:25](=[O:28])[N:24]([CH2:29][C:30]3[CH:31]=[CH:32][C:33]([O:36][CH3:37])=[CH:34][CH:35]=3)[C:23]2=[O:38])[O:11][CH:10]1[C@H:39]([OH:70])[C@@H:40]([C:63]([O:65][C:66]([CH3:69])([CH3:68])[CH3:67])=[O:64])[NH:41][CH2:42][CH2:43][CH2:44][NH:45][C:46](=[O:62])[C@H:47]([C@@H:59]([OH:61])[CH3:60])[NH:48][C:49](=[O:58])[O:50][CH2:51][C:52]1[CH:57]=[CH:56][CH:55]=[CH:54][CH:53]=1. The catalyst class is: 54. (7) Reactant: C[Si]([N-][Si](C)(C)C)(C)C.[Li+].[C:11]1([CH:17]([CH3:22])[C:18]([O:20][CH3:21])=[O:19])[CH:16]=[CH:15][CH:14]=[CH:13][CH:12]=1.CN(C)P(=O)(N(C)C)N(C)C.Br[CH2:35][CH:36]1[CH2:40][CH2:39][CH2:38][CH2:37]1. Product: [CH:36]1([CH2:35][C:17]([CH3:22])([C:11]2[CH:16]=[CH:15][CH:14]=[CH:13][CH:12]=2)[C:18]([O:20][CH3:21])=[O:19])[CH2:40][CH2:39][CH2:38][CH2:37]1. The catalyst class is: 7.